This data is from Reaction yield outcomes from USPTO patents with 853,638 reactions. The task is: Predict the reaction yield, written as a fraction of the theoretical maximum amount of product (1.0 means a 100% yield; for example, 0.34 means a 34% yield). (1) The yield is 0.810. The reactants are [CH3:1][C:2]([C:5]1[S:6][C:7]([C:18]2[CH:23]=[CH:22][N:21]=[C:20]([CH3:24])[N:19]=2)=[C:8]([C:10]2[C:11]([F:17])=[C:12]([CH:14]=[CH:15][CH:16]=2)[NH2:13])[N:9]=1)([CH3:4])[CH3:3].[F:25][C:26]1[CH:27]=[C:28]([S:32](Cl)(=[O:34])=[O:33])[CH:29]=[CH:30][CH:31]=1.N1C=CC=CC=1. The product is [CH3:4][C:2]([C:5]1[S:6][C:7]([C:18]2[CH:23]=[CH:22][N:21]=[C:20]([CH3:24])[N:19]=2)=[C:8]([C:10]2[C:11]([F:17])=[C:12]([NH:13][S:32]([C:28]3[CH:29]=[CH:30][CH:31]=[C:26]([F:25])[CH:27]=3)(=[O:34])=[O:33])[CH:14]=[CH:15][CH:16]=2)[N:9]=1)([CH3:1])[CH3:3]. The catalyst is ClCCl. (2) The reactants are [CH3:1][O:2][C:3]1[N:8]=[C:7]2[N:9]([CH2:14][CH:15]=O)[C:10](=[O:13])[CH:11]=[CH:12][C:6]2=[N:5][CH:4]=1.[O:17]1[C:26]2[CH:25]=[C:24]([CH2:27][N:28]([CH:36]3[CH2:41][CH2:40][NH:39][CH2:38][CH2:37]3)[C:29](=[O:35])[O:30][C:31]([CH3:34])([CH3:33])[CH3:32])[N:23]=[CH:22][C:21]=2[O:20][CH2:19][CH2:18]1.C(O[BH-](OC(=O)C)OC(=O)C)(=O)C.[Na+].C(=O)(O)[O-].[Na+]. The catalyst is C(Cl)(Cl)Cl.CO. The product is [O:17]1[C:26]2[CH:25]=[C:24]([CH2:27][N:28]([CH:36]3[CH2:41][CH2:40][N:39]([CH2:15][CH2:14][N:9]4[C:7]5=[N:8][C:3]([O:2][CH3:1])=[CH:4][N:5]=[C:6]5[CH:12]=[CH:11][C:10]4=[O:13])[CH2:38][CH2:37]3)[C:29](=[O:35])[O:30][C:31]([CH3:34])([CH3:33])[CH3:32])[N:23]=[CH:22][C:21]=2[O:20][CH2:19][CH2:18]1. The yield is 0.600. (3) The yield is 0.440. The product is [Cl:1][C:2]1[CH:3]=[CH:4][C:5]([C:8]2[C:17]3[C:12](=[CH:13][CH:14]=[C:15]([C:18]([NH:63][CH2:62][C:58]4[CH:59]=[CH:60][CH:61]=[C:56]([S:53]([CH3:52])(=[O:55])=[O:54])[CH:57]=4)=[O:19])[CH:16]=3)[CH:11]=[N:10][CH:9]=2)=[CH:6][CH:7]=1. The catalyst is CN(C)C=O. The reactants are [Cl:1][C:2]1[CH:7]=[CH:6][C:5]([C:8]2[C:17]3[C:12](=[CH:13][CH:14]=[C:15]([C:18](O)=[O:19])[CH:16]=3)[CH:11]=[N:10][CH:9]=2)=[CH:4][CH:3]=1.F[B-](F)(F)F.N1(OC(N(C)C)=[N+](C)C)C2C=CC=CC=2N=N1.C(N(CC)C(C)C)(C)C.[CH3:52][S:53]([C:56]1[CH:57]=[C:58]([CH2:62][NH2:63])[CH:59]=[CH:60][CH:61]=1)(=[O:55])=[O:54]. (4) The reactants are I[C:2]1[CH:7]=[C:6]([CH2:8][CH2:9][CH3:10])[N:5]=[C:4]([C:11]#[N:12])[N:3]=1.C(=O)([O-])[O-].[K+].[K+].[Cl:19][C:20]1[CH:25]=[CH:24][C:23]([C:26]([F:29])([F:28])[F:27])=[CH:22][C:21]=1B(O)O.O. The catalyst is C1(C)C=CC=CC=1.[Pd].C1(P(C2C=CC=CC=2)C2C=CC=CC=2)C=CC=CC=1.C1(P(C2C=CC=CC=2)C2C=CC=CC=2)C=CC=CC=1.C1(P(C2C=CC=CC=2)C2C=CC=CC=2)C=CC=CC=1.C1(P(C2C=CC=CC=2)C2C=CC=CC=2)C=CC=CC=1. The product is [Cl:19][C:20]1[CH:21]=[CH:22][C:23]([C:26]([F:27])([F:28])[F:29])=[CH:24][C:25]=1[C:2]1[CH:7]=[C:6]([CH2:8][CH2:9][CH3:10])[N:5]=[C:4]([C:11]#[N:12])[N:3]=1. The yield is 0.580. (5) The reactants are [F:1][C:2]1[CH:10]=[CH:9][C:5]([C:6]([NH2:8])=O)=[CH:4][CH:3]=1.COC1C=CC(P2(SP(C3C=CC(OC)=CC=3)(=S)S2)=[S:20])=CC=1. The catalyst is C1C=CC=CC=1. The product is [F:1][C:2]1[CH:10]=[CH:9][C:5]([C:6]([NH2:8])=[S:20])=[CH:4][CH:3]=1. The yield is 0.710. (6) The reactants are [Cl:1][C:2]1[CH:3]=[C:4]([NH2:20])[CH:5]=[C:6]([Cl:19])[C:7]=1[S:8][C:9]1[CH:18]=[CH:17][C:16]2[C:11](=[CH:12][CH:13]=[CH:14][CH:15]=2)[CH:10]=1.N1C=CC=CC=1.[Cl:27][C:28]1[CH:33]=[C:32]([Cl:34])[CH:31]=[CH:30][C:29]=1[S:35](Cl)(=[O:37])=[O:36].Cl. The catalyst is C1COCC1. The product is [Cl:27][C:28]1[CH:33]=[C:32]([Cl:34])[CH:31]=[CH:30][C:29]=1[S:35]([NH:20][C:4]1[CH:3]=[C:2]([Cl:1])[C:7]([S:8][C:9]2[CH:18]=[CH:17][C:16]3[C:11](=[CH:12][CH:13]=[CH:14][CH:15]=3)[CH:10]=2)=[C:6]([Cl:19])[CH:5]=1)(=[O:37])=[O:36]. The yield is 0.490. (7) The reactants are [Br:1][C:2]1C2C(=CC=CC=2)[C:5]([C:12]2(C=COC)[CH:17]=[CH:16][CH:15]=[CH:14][CH2:13]2)=[CH:4][CH:3]=1.CS(O)(=O)=O.C(=O)([O-])[O-].[K+].[K+]. The catalyst is ClCCl. The product is [Br:1][C:2]1[C:13]2[CH:14]=[CH:15][CH:16]=[CH:17][C:12]=2[C:5]2[C:17]3[CH:16]=[CH:15][CH:14]=[CH:13][C:12]=3[CH:5]=[CH:4][C:4]=2[CH:3]=1. The yield is 0.150. (8) The reactants are [Br:1][C:2]1[N:7]=[C:6]([CH3:8])[N:5]=[C:4]([C:9](OC)=[O:10])[CH:3]=1.[BH4-].[Na+]. The catalyst is CO. The product is [Br:1][C:2]1[N:7]=[C:6]([CH3:8])[N:5]=[C:4]([CH2:9][OH:10])[CH:3]=1. The yield is 0.872. (9) The reactants are F[C:2](F)(F)[C:3]([OH:5])=O.[N:8]1[C:13]2[CH:14]=[N:15][CH:16]=[CH:17][C:12]=2[C:11](=[O:18])[NH:10][CH:9]=1.[C:19]1([CH:25]([CH3:30])[CH2:26][C:27]([OH:29])=O)[CH:24]=[CH:23][CH:22]=[CH:21][CH:20]=1.[CH3:31][CH2:32][N:33](C(C)C)[CH:34](C)[CH3:35].CN(C(ON1N=NC2C=CC=NC1=2)=[N+](C)C)C.F[P-](F)(F)(F)(F)F. The catalyst is ClCCl. The product is [OH:5][C:3]1([CH2:2][N:10]2[C:11](=[O:18])[C:12]3[CH:17]=[CH:16][N:15]=[CH:14][C:13]=3[N:8]=[CH:9]2)[CH2:35][CH2:34][N:33]([C:27](=[O:29])[CH2:26][CH:25]([C:19]2[CH:20]=[CH:21][CH:22]=[CH:23][CH:24]=2)[CH3:30])[CH2:32][CH2:31]1. The yield is 0.520. (10) The reactants are [Cl:1][C:2]1[C:7]([O:8][CH3:9])=[CH:6][C:5]([O:10][CH3:11])=[C:4]([Cl:12])[C:3]=1[N:13]1[CH2:22][C:21]2[C:16](=[N:17][C:18]([NH:23][C:24]3[C:29]([N+:30]([O-])=O)=[CH:28][CH:27]=[CH:26][C:25]=3[CH3:33])=[N:19][CH:20]=2)[N:15]([CH3:34])[C:14]1=[O:35].[Cl-].[NH4+]. The catalyst is C(O)C.O.[Fe]. The product is [NH2:30][C:29]1[CH:28]=[CH:27][CH:26]=[C:25]([CH3:33])[C:24]=1[NH:23][C:18]1[N:17]=[C:16]2[N:15]([CH3:34])[C:14](=[O:35])[N:13]([C:3]3[C:2]([Cl:1])=[C:7]([O:8][CH3:9])[CH:6]=[C:5]([O:10][CH3:11])[C:4]=3[Cl:12])[CH2:22][C:21]2=[CH:20][N:19]=1. The yield is 0.100.